The task is: Predict the product of the given reaction.. This data is from Forward reaction prediction with 1.9M reactions from USPTO patents (1976-2016). Given the reactants [CH:1]([N:4]1[C:12]2[CH:11]=[CH:10][N:9]=[CH:8][C:7]=2[C:6]([C:13]([OH:15])=O)=[N:5]1)([CH3:3])[CH3:2].Cl.[CH3:17][O:18][NH:19][CH3:20].CN(C(ON1N=NC2C=CC=CC1=2)=[N+](C)C)C.F[P-](F)(F)(F)(F)F.C(N(CC)CC)C, predict the reaction product. The product is: [CH:1]([N:4]1[C:12]2[CH:11]=[CH:10][N:9]=[CH:8][C:7]=2[C:6]([C:13]([N:19]([O:18][CH3:17])[CH3:20])=[O:15])=[N:5]1)([CH3:2])[CH3:3].